Dataset: Full USPTO retrosynthesis dataset with 1.9M reactions from patents (1976-2016). Task: Predict the reactants needed to synthesize the given product. Given the product [OH:37][CH:36]([C:6]1[N:7]=[CH:8][CH:9]=[CH:10][N:11]=1)[CH2:35][CH2:34][N:26]([CH3:25])[C:27](=[O:33])[O:28][C:29]([CH3:30])([CH3:32])[CH3:31], predict the reactants needed to synthesize it. The reactants are: C([Sn](CCCC)(CCCC)[C:6]1[N:11]=[CH:10][CH:9]=[CH:8][N:7]=1)CCC.C([Li])CCC.[CH3:25][N:26]([CH2:34][CH2:35][CH:36]=[O:37])[C:27](=[O:33])[O:28][C:29]([CH3:32])([CH3:31])[CH3:30].[Cl-].[NH4+].